This data is from Full USPTO retrosynthesis dataset with 1.9M reactions from patents (1976-2016). The task is: Predict the reactants needed to synthesize the given product. (1) Given the product [Cl:8][C:9]1[CH:10]=[C:11]([C:17]2[CH:21]=[CH:20][N:19]([CH2:22][C@@H:23]([NH:25][C:26]([C:28]3[NH:32][N:31]=[C:30]([CH:33]=[CH2:34])[CH:29]=3)=[O:27])[CH3:24])[N:18]=2)[CH:12]=[CH:13][C:14]=1[C:15]#[N:16], predict the reactants needed to synthesize it. The reactants are: C(N(CC)CC)C.[Cl:8][C:9]1[CH:10]=[C:11]([C:17]2[CH:21]=[CH:20][N:19]([CH2:22][C@@H:23]([NH:25][C:26]([C:28]3[NH:32][N:31]=[C:30]([CH:33](O)[CH3:34])[CH:29]=3)=[O:27])[CH3:24])[N:18]=2)[CH:12]=[CH:13][C:14]=1[C:15]#[N:16].CS(Cl)(=O)=O. (2) The reactants are: [F:1][C:2]1[CH:3]=[C:4]([CH2:8][CH2:9][NH2:10])[CH:5]=[CH:6][CH:7]=1.C(N(C(C)C)CC)(C)C.[F:20][C:21]([F:32])([F:31])[C:22]1[CH:30]=[CH:29][C:25]([C:26](Cl)=[O:27])=[CH:24][CH:23]=1. Given the product [F:1][C:2]1[CH:3]=[C:4]([CH:5]=[CH:6][CH:7]=1)[CH2:8][CH2:9][NH:10][C:26](=[O:27])[C:25]1[CH:29]=[CH:30][C:22]([C:21]([F:20])([F:31])[F:32])=[CH:23][CH:24]=1, predict the reactants needed to synthesize it. (3) Given the product [CH:12]1([NH:15][C:16]([C:18]2[CH:19]=[C:20]([F:39])[C:21]([CH3:38])=[C:22]([C:24]3[N+:29]([O-:9])=[CH:28][C:27]([C:30]([NH:32][C@H:33]([CH3:37])[CH:34]([CH3:35])[CH3:36])=[O:31])=[CH:26][CH:25]=3)[CH:23]=2)=[O:17])[CH2:14][CH2:13]1, predict the reactants needed to synthesize it. The reactants are: C1C=C(Cl)C=C(C(OO)=[O:9])C=1.[CH:12]1([NH:15][C:16]([C:18]2[CH:19]=[C:20]([F:39])[C:21]([CH3:38])=[C:22]([C:24]3[N:29]=[CH:28][C:27]([C:30]([NH:32][C@H:33]([CH3:37])[CH:34]([CH3:36])[CH3:35])=[O:31])=[CH:26][CH:25]=3)[CH:23]=2)=[O:17])[CH2:14][CH2:13]1. (4) Given the product [CH2:33]([O:32][C:30]([N:21]1[CH2:20][CH2:19][C:18]([C:12]2[CH:13]=[CH:14][CH:15]=[CH:16][CH:17]=2)([C:24]([OH:26])=[O:25])[CH2:23][CH2:22]1)=[O:31])[C:34]1[CH:39]=[CH:38][CH:37]=[CH:36][CH:35]=1, predict the reactants needed to synthesize it. The reactants are: C1(C)C=CC(S(O)(=O)=O)=CC=1.[C:12]1([C:18]2([C:24]([OH:26])=[O:25])[CH2:23][CH2:22][NH:21][CH2:20][CH2:19]2)[CH:17]=[CH:16][CH:15]=[CH:14][CH:13]=1.[OH-].[Na+].Cl[C:30]([O:32][CH2:33][C:34]1[CH:39]=[CH:38][CH:37]=[CH:36][CH:35]=1)=[O:31].Cl. (5) Given the product [Cl:1][C:2]1[CH:7]=[CH:6][C:5]([N:8]2[CH2:13][CH2:12][N:11]3[C@H:16]([C:19]4[CH:24]=[CH:23][C:22]([O:25][CH3:26])=[C:21]([O:27][CH3:28])[CH:20]=4)[CH2:17][CH2:18][C@@H:10]3[CH2:9]2)=[CH:4][C:3]=1[O:29][CH3:30], predict the reactants needed to synthesize it. The reactants are: [Cl:1][C:2]1[CH:7]=[CH:6][C:5]([N:8]2[C:13](=O)[C:12](=O)[N:11]3[C@H:16]([C:19]4[CH:24]=[CH:23][C:22]([O:25][CH3:26])=[C:21]([O:27][CH3:28])[CH:20]=4)[CH2:17][CH2:18][C@H:10]3[CH2:9]2)=[CH:4][C:3]=1[O:29][CH3:30].B.C1COCC1.CO.